Task: Predict the reactants needed to synthesize the given product.. Dataset: Full USPTO retrosynthesis dataset with 1.9M reactions from patents (1976-2016) (1) The reactants are: [CH2:1]([C@H:3]1[NH:8][CH2:7][C@@H:6]([CH2:9][OH:10])[O:5][CH2:4]1)[CH3:2].[CH3:11][C:12]([O:15][C:16](O[C:16]([O:15][C:12]([CH3:14])([CH3:13])[CH3:11])=[O:17])=[O:17])([CH3:14])[CH3:13].CCN(C(C)C)C(C)C. Given the product [CH2:1]([C@H:3]1[N:8]([C:16]([O:15][C:12]([CH3:14])([CH3:13])[CH3:11])=[O:17])[CH2:7][C@@H:6]([CH2:9][OH:10])[O:5][CH2:4]1)[CH3:2], predict the reactants needed to synthesize it. (2) Given the product [ClH:1].[Cl:1][C:2]1[CH:3]=[C:4]([CH:9]([NH:11][C:12]2[CH:17]=[C:16]([N:18]3[CH2:19][CH2:20][NH:21][CH2:22][CH2:23]3)[CH:15]=[CH:14][C:13]=2[S:24]([CH3:27])(=[O:25])=[O:26])[CH3:10])[CH:5]=[C:6]([Cl:8])[CH:7]=1, predict the reactants needed to synthesize it. The reactants are: [Cl:1][C:2]1[CH:3]=[C:4]([CH:9]([NH:11][C:12]2[CH:17]=[C:16]([N:18]3[CH2:23][CH2:22][NH:21][CH2:20][CH2:19]3)[CH:15]=[CH:14][C:13]=2[S:24]([CH3:27])(=[O:26])=[O:25])[CH3:10])[CH:5]=[C:6]([Cl:8])[CH:7]=1.Cl. (3) Given the product [C:1]([O:5][C:6]([N:8]1[CH2:13][C:12]([CH3:15])([CH3:14])[N:11]([C:16]([C:18]2[C:19]3[CH:41]=[N:40][N:39]([CH:42]4[CH2:47][CH2:46][CH2:45][CH2:44][O:43]4)[C:20]=3[N:21]=[C:22]([C:24]3[CH:29]=[CH:28][C:27]([OH:30])=[CH:26][C:25]=3[F:38])[CH:23]=2)=[O:17])[CH2:10][CH:9]1[CH:48]([CH3:50])[CH3:49])=[O:7])([CH3:2])([CH3:3])[CH3:4], predict the reactants needed to synthesize it. The reactants are: [C:1]([O:5][C:6]([N:8]1[CH2:13][C:12]([CH3:15])([CH3:14])[N:11]([C:16]([C:18]2[C:19]3[CH:41]=[N:40][N:39]([CH:42]4[CH2:47][CH2:46][CH2:45][CH2:44][O:43]4)[C:20]=3[N:21]=[C:22]([C:24]3[CH:29]=[CH:28][C:27]([O:30]CC4C=CC=CC=4)=[CH:26][C:25]=3[F:38])[CH:23]=2)=[O:17])[CH2:10][CH:9]1[CH:48]([CH3:50])[CH3:49])=[O:7])([CH3:4])([CH3:3])[CH3:2]. (4) Given the product [NH2:17][C:6]([C:8]1[CH:13]=[C:12]([Br:14])[C:11]([F:15])=[CH:10][C:9]=1[F:16])([CH3:7])[CH2:5][OH:4], predict the reactants needed to synthesize it. The reactants are: [BH4-].[Na+].C[O:4][C:5](=O)[C:6]([NH2:17])([C:8]1[CH:13]=[C:12]([Br:14])[C:11]([F:15])=[CH:10][C:9]=1[F:16])[CH3:7]. (5) Given the product [CH2:30]([O:29][C:22]1[CH:21]=[C:20]([C:18](=[O:19])[CH2:17][CH2:16][C:15]([NH:14][C:4]2[CH:3]=[C:2]([C:73]3[CH:74]=[CH:75][C:70]([C:68]([O:67][CH3:66])=[O:69])=[CH:71][CH:72]=3)[CH:7]=[C:6]([C:8]3[CH:13]=[CH:12][CH:11]=[CH:10][CH:9]=3)[N:5]=2)=[O:32])[CH:25]=[CH:24][C:23]=1[O:26][CH2:27][CH3:28])[CH3:31], predict the reactants needed to synthesize it. The reactants are: Cl[C:2]1[CH:7]=[C:6]([C:8]2[CH:13]=[CH:12][CH:11]=[CH:10][CH:9]=2)[N:5]=[C:4]([NH:14][C:15](=[O:32])[CH2:16][CH2:17][C:18]([C:20]2[CH:25]=[CH:24][C:23]([O:26][CH2:27][CH3:28])=[C:22]([O:29][CH2:30][CH3:31])[CH:21]=2)=[O:19])[CH:3]=1.C1(C2C=CC=CC=2)C=CC=CC=1P(C1CCCCC1)C1CCCCC1.P([O-])([O-])([O-])=O.[K+].[K+].[K+].[CH3:66][O:67][C:68]([C:70]1[CH:75]=[CH:74][C:73](B(O)O)=[CH:72][CH:71]=1)=[O:69]. (6) The reactants are: [OH:1][C:2]1[CH:34]=[CH:33][C:5]([O:6][C:7]2[N:12]=[C:11]([CH3:13])[C:10]([CH2:14][N:15]3[CH2:20][CH2:19][CH:18]([N:21]4[C@H:25]([C:26]5[CH:31]=[CH:30][CH:29]=[CH:28][CH:27]=5)[CH2:24][NH:23][C:22]4=[O:32])[CH2:17][CH2:16]3)=[CH:9][CH:8]=2)=[CH:4][CH:3]=1.[H-].[Na+].[C:37]([O:41][C:42](=[O:45])[CH2:43]Br)([CH3:40])([CH3:39])[CH3:38]. Given the product [C:37]([O:41][C:42](=[O:45])[CH2:43][O:1][C:2]1[CH:3]=[CH:4][C:5]([O:6][C:7]2[CH:8]=[CH:9][C:10]([CH2:14][N:15]3[CH2:16][CH2:17][CH:18]([N:21]4[C@H:25]([C:26]5[CH:27]=[CH:28][CH:29]=[CH:30][CH:31]=5)[CH2:24][NH:23][C:22]4=[O:32])[CH2:19][CH2:20]3)=[C:11]([CH3:13])[N:12]=2)=[CH:33][CH:34]=1)([CH3:40])([CH3:39])[CH3:38], predict the reactants needed to synthesize it. (7) Given the product [OH:26][NH:25][C:3](=[O:2])[CH2:4][CH2:5][C:6]1[C:7](=[O:21])[N:8]([CH2:11][CH2:12][CH2:13][C:14]2[CH:19]=[CH:18][C:17]([CH3:20])=[CH:16][CH:15]=2)[CH2:9][CH:10]=1, predict the reactants needed to synthesize it. The reactants are: C[O:2][C:3](=O)[CH2:4][CH2:5][C:6]1[C:7](=[O:21])[N:8]([CH2:11][CH2:12][CH2:13][C:14]2[CH:19]=[CH:18][C:17]([CH3:20])=[CH:16][CH:15]=2)[CH2:9][CH:10]=1.CO.[NH2:25][O:26][K].C(O)(=O)C.